Dataset: Full USPTO retrosynthesis dataset with 1.9M reactions from patents (1976-2016). Task: Predict the reactants needed to synthesize the given product. (1) Given the product [I:8][C:3]1[C:2]([S:10][CH3:9])=[CH:7][CH:6]=[CH:5][N:4]=1, predict the reactants needed to synthesize it. The reactants are: F[C:2]1[C:3]([I:8])=[N:4][CH:5]=[CH:6][CH:7]=1.[CH3:9][S-:10].[Na+]. (2) Given the product [ClH:19].[ClH:19].[F:1][C:2]([F:18])([F:17])[CH2:3][CH2:4][NH:5][NH2:6], predict the reactants needed to synthesize it. The reactants are: [F:1][C:2]([F:18])([F:17])[CH2:3][CH2:4][NH:5][NH:6]C(OCC1C=CC=CC=1)=O.[ClH:19].